From a dataset of Full USPTO retrosynthesis dataset with 1.9M reactions from patents (1976-2016). Predict the reactants needed to synthesize the given product. (1) Given the product [C:20]1([CH2:19][CH:18]([C:12]2[CH:11]=[C:10]3[C:15]([CH2:16][CH2:17][NH:8][CH2:9]3)=[CH:14][CH:13]=2)[C:26]#[N:27])[CH:25]=[CH:24][CH:23]=[CH:22][CH:21]=1, predict the reactants needed to synthesize it. The reactants are: C(OC([N:8]1[CH2:17][CH2:16][C:15]2[C:10](=[CH:11][C:12]([CH:18]([C:26]#[N:27])[CH2:19][C:20]3[CH:25]=[CH:24][CH:23]=[CH:22][CH:21]=3)=[CH:13][CH:14]=2)[CH2:9]1)=O)(C)(C)C.C([O-])(O)=O.[Na+]. (2) Given the product [CH3:18][N:14]1[CH2:15][CH2:16][CH2:17][CH:13]1[C:10]1[CH:11]=[CH:12][C:7]([CH2:22][OH:23])=[N:8][CH:9]=1, predict the reactants needed to synthesize it. The reactants are: [Li]CCCC.Br[C:7]1[CH:12]=[CH:11][C:10]([CH:13]2[CH2:17][CH2:16][CH2:15][N:14]2[CH3:18])=[CH:9][N:8]=1.CN([CH:22]=[O:23])C.[BH4-].[Na+].[NH4+].[Cl-]. (3) Given the product [CH2:2]([O:4][C:5]([C:7]1[C:8]2[S:16][CH:15]=[C:14]([CH2:17][O:18][C:19]3[CH:24]=[C:23]([NH:25][C:26](=[O:35])[C:27]4[CH:32]=[CH:31][C:30]([F:33])=[C:29]([Cl:34])[CH:28]=4)[CH:22]=[CH:21][C:20]=3[CH3:36])[C:9]=2[C:10]([NH2:1])=[N:11][CH:12]=1)=[O:6])[CH3:3], predict the reactants needed to synthesize it. The reactants are: [NH3:1].[CH2:2]([O:4][C:5]([C:7]1[C:8]2[S:16][CH:15]=[C:14]([CH2:17][O:18][C:19]3[CH:24]=[C:23]([NH:25][C:26](=[O:35])[C:27]4[CH:32]=[CH:31][C:30]([F:33])=[C:29]([Cl:34])[CH:28]=4)[CH:22]=[CH:21][C:20]=3[CH3:36])[C:9]=2[C:10](Cl)=[N:11][CH:12]=1)=[O:6])[CH3:3].